Dataset: Peptide-MHC class II binding affinity with 134,281 pairs from IEDB. Task: Regression. Given a peptide amino acid sequence and an MHC pseudo amino acid sequence, predict their binding affinity value. This is MHC class II binding data. (1) The peptide sequence is KTLILLETFVRVNPD. The MHC is DRB1_0404 with pseudo-sequence DRB1_0404. The binding affinity (normalized) is 0.533. (2) The peptide sequence is RDKEAGVALRATFIVDPDNT. The MHC is DRB1_1301 with pseudo-sequence DRB1_1301. The binding affinity (normalized) is 0. (3) The peptide sequence is INLIIHYVDRPGALG. The MHC is HLA-DPA10201-DPB10501 with pseudo-sequence HLA-DPA10201-DPB10501. The binding affinity (normalized) is 0.324. (4) The peptide sequence is LAAIIFLFGPPTALRS. The MHC is DRB1_1302 with pseudo-sequence DRB1_1302. The binding affinity (normalized) is 0.255. (5) The peptide sequence is LQLQPFPQPQLPYPQPQLPYPQPQLPYPQPQPF. The MHC is DRB1_1201 with pseudo-sequence DRB1_1201. The binding affinity (normalized) is 0.330. (6) The peptide sequence is YDKFLANVSTVLNGK. The MHC is DRB1_1602 with pseudo-sequence DRB1_1602. The binding affinity (normalized) is 0.819.